From a dataset of Forward reaction prediction with 1.9M reactions from USPTO patents (1976-2016). Predict the product of the given reaction. (1) Given the reactants [CH3:1][O:2][C:3]1[C:8]([NH2:9])=[CH:7][C:6](B2OC(C)(C)C(C)(C)O2)=[CH:5][N:4]=1.Br[C:20]1[C:21]([CH3:39])=[C:22]([NH:26][C:27](=[O:38])[C:28]2[CH:33]=[CH:32][C:31]([C:34]([CH3:37])([CH3:36])[CH3:35])=[CH:30][CH:29]=2)[CH:23]=[CH:24][CH:25]=1, predict the reaction product. The product is: [NH2:9][C:8]1[CH:7]=[C:6]([C:20]2[C:21]([CH3:39])=[C:22]([NH:26][C:27](=[O:38])[C:28]3[CH:29]=[CH:30][C:31]([C:34]([CH3:35])([CH3:36])[CH3:37])=[CH:32][CH:33]=3)[CH:23]=[CH:24][CH:25]=2)[CH:5]=[N:4][C:3]=1[O:2][CH3:1]. (2) Given the reactants [Cl:1][C:2]1[CH:7]=[CH:6][C:5]([C:8]2[N:9]=[CH:10][C:11]([C:21]([OH:23])=[O:22])=[N:12][C:13]=2[C:14]2[CH:19]=[CH:18][C:17]([Cl:20])=[CH:16][CH:15]=2)=[CH:4][CH:3]=1.[C:24](OC(N(C)C)O[C:24]([CH3:27])([CH3:26])[CH3:25])([CH3:27])([CH3:26])[CH3:25].O.C(OCC)C, predict the reaction product. The product is: [Cl:1][C:2]1[CH:3]=[CH:4][C:5]([C:8]2[N:9]=[CH:10][C:11]([C:21]([O:23][C:24]([CH3:27])([CH3:26])[CH3:25])=[O:22])=[N:12][C:13]=2[C:14]2[CH:19]=[CH:18][C:17]([Cl:20])=[CH:16][CH:15]=2)=[CH:6][CH:7]=1. (3) Given the reactants Br[C:2]1[CH:14]=[CH:13][C:5]([CH2:6][N:7]2[CH2:12][CH2:11][O:10][CH2:9][CH2:8]2)=[CH:4][CH:3]=1.Br[C:16]1[CH:17]=[C:18]2[C:24]([C:25]([O:27][CH3:28])=[O:26])=[CH:23][NH:22][C:19]2=[N:20][CH:21]=1, predict the reaction product. The product is: [N:7]1([CH2:6][C:5]2[CH:13]=[CH:14][C:2]([C:16]3[CH:17]=[C:18]4[C:24]([C:25]([O:27][CH3:28])=[O:26])=[CH:23][NH:22][C:19]4=[N:20][CH:21]=3)=[CH:3][CH:4]=2)[CH2:12][CH2:11][O:10][CH2:9][CH2:8]1.